This data is from Full USPTO retrosynthesis dataset with 1.9M reactions from patents (1976-2016). The task is: Predict the reactants needed to synthesize the given product. (1) The reactants are: C(Cl)CCl.[Si:5]([O:12][CH2:13][CH2:14][NH:15][C:16]1[CH:17]=[CH:18][CH:19]=[C:20]2[C:25]=1[N:24]=[CH:23][CH:22]=[CH:21]2)([C:8]([CH3:11])([CH3:10])[CH3:9])([CH3:7])[CH3:6].[CH3:26][O:27][C:28]([C:30]1[CH:35]=[CH:34][C:33]([CH2:36][C:37](O)=[O:38])=[CH:32][CH:31]=1)=[O:29].C(Cl)(Cl)Cl. Given the product [Si:5]([O:12][CH2:13][CH2:14][N:15]([C:16]1[CH:17]=[CH:18][CH:19]=[C:20]2[C:25]=1[N:24]=[CH:23][CH:22]=[CH:21]2)[C:37](=[O:38])[CH2:36][C:33]1[CH:32]=[CH:31][C:30]([C:28]([O:27][CH3:26])=[O:29])=[CH:35][CH:34]=1)([C:8]([CH3:11])([CH3:10])[CH3:9])([CH3:7])[CH3:6], predict the reactants needed to synthesize it. (2) The reactants are: [Cl:1][CH2:2][C:3]1[CH:11]=[CH:10][C:6]([C:7](Cl)=[O:8])=[CH:5][CH:4]=1.[NH2:12][CH2:13][CH2:14][N:15]1[CH2:20][CH2:19][CH2:18][CH2:17][CH2:16]1.C(N(CC)CC)C.O. Given the product [Cl:1][CH2:2][C:3]1[CH:11]=[CH:10][C:6]([C:7]([NH:12][CH2:13][CH2:14][N:15]2[CH2:20][CH2:19][CH2:18][CH2:17][CH2:16]2)=[O:8])=[CH:5][CH:4]=1, predict the reactants needed to synthesize it. (3) Given the product [F:1][C:2]([F:7])([F:6])[C:3]([OH:5])=[O:4].[NH2:14][CH:15]([CH2:34][C:35]1[CH:40]=[CH:39][C:38]([O:41][CH3:42])=[CH:37][C:36]=1[OH:43])[C:16]([N:18]1[CH2:21][C:20]([O:29][CH2:30][CH2:31][CH2:32][CH3:33])([C:22]2[CH:27]=[CH:26][CH:25]=[CH:24][C:23]=2[CH3:28])[CH2:19]1)=[O:17], predict the reactants needed to synthesize it. The reactants are: [F:1][C:2]([F:7])([F:6])[C:3]([OH:5])=[O:4].C(OC(=O)[NH:14][CH:15]([CH2:34][C:35]1[CH:40]=[CH:39][C:38]([O:41][CH3:42])=[CH:37][C:36]=1[OH:43])[C:16]([N:18]1[CH2:21][C:20]([O:29][CH2:30][CH2:31][CH2:32][CH3:33])([C:22]2[CH:27]=[CH:26][CH:25]=[CH:24][C:23]=2[CH3:28])[CH2:19]1)=[O:17])(C)(C)C. (4) Given the product [CH2:1]([O:3][C:4](=[O:30])[CH2:5][N:6]1[C:15]2[C:10](=[C:11]([F:20])[CH:12]=[CH:13][C:14]=2[O:16][CH2:17][CH2:18][CH3:19])[C:9](=[O:21])[C:8]([C:22]2[CH:27]=[CH:26][C:25]([OH:28])=[CH:24][CH:23]=2)=[CH:7]1)[CH3:2], predict the reactants needed to synthesize it. The reactants are: [CH2:1]([O:3][C:4](=[O:30])[CH2:5][N:6]1[C:15]2[C:10](=[C:11]([F:20])[CH:12]=[CH:13][C:14]=2[O:16][CH2:17][CH2:18][CH3:19])[C:9](=[O:21])[C:8]([C:22]2[CH:27]=[CH:26][C:25]([O:28]C)=[CH:24][CH:23]=2)=[CH:7]1)[CH3:2].ClCCl.B(Br)(Br)Br.O. (5) Given the product [CH2:31]([S:28]([C:25]1[N:24]=[CH:23][C:22]([O:21][C:20]2[C:6]([CH:2]([OH:1])[CH2:3][CH2:4][CH:5]=[CH2:33])=[CH:7][C:8]3[N:12]=[C:11]([C:13]4[CH:18]=[CH:17][CH:16]=[CH:15][N:14]=4)[NH:10][C:9]=3[CH:19]=2)=[CH:27][CH:26]=1)(=[O:29])=[O:30])[CH3:32], predict the reactants needed to synthesize it. The reactants are: [O:1]1[CH2:5][CH2:4][CH2:3][CH:2]1[C:6]1[C:20]([O:21][C:22]2[CH:23]=[N:24][C:25]([S:28]([CH2:31][CH3:32])(=[O:30])=[O:29])=[CH:26][CH:27]=2)=[CH:19][C:9]2[NH:10][C:11]([C:13]3[CH:18]=[CH:17][CH:16]=[CH:15][N:14]=3)=[N:12][C:8]=2[CH:7]=1.[CH3:33]CCCCC.C(O)C.